From a dataset of Catalyst prediction with 721,799 reactions and 888 catalyst types from USPTO. Predict which catalyst facilitates the given reaction. (1) Reactant: [NH:1]1[C:9]2[C:4](=[CH:5][CH:6]=[CH:7][CH:8]=2)[C:3]2([CH2:14][CH2:13][CH:12]([CH2:15][NH2:16])[CH2:11][CH2:10]2)[CH2:2]1.CCN(CC)CC.Cl[C:25]1[C:30]([N+:31]([O-:33])=[O:32])=[C:29]([CH3:34])[CH:28]=[CH:27][N:26]=1. Product: [NH:1]1[C:9]2[C:4](=[CH:5][CH:6]=[CH:7][CH:8]=2)[C:3]2([CH2:14][CH2:13][CH:12]([CH2:15][NH:16][C:25]3[C:30]([N+:31]([O-:33])=[O:32])=[C:29]([CH3:34])[CH:28]=[CH:27][N:26]=3)[CH2:11][CH2:10]2)[CH2:2]1. The catalyst class is: 5. (2) The catalyst class is: 9. Product: [I-:19].[N+:1]([C:4]1[CH:9]=[CH:8][C:7]([N:10]2[CH2:14][CH2:13][CH:12]([N+:15]([CH3:20])([CH3:17])[CH3:16])[CH2:11]2)=[CH:6][CH:5]=1)([O-:3])=[O:2]. Reactant: [N+:1]([C:4]1[CH:9]=[CH:8][C:7]([N:10]2[CH2:14][CH2:13][CH:12]([N:15]([CH3:17])[CH3:16])[CH2:11]2)=[CH:6][CH:5]=1)([O-:3])=[O:2].C[I:19].[CH2:20](OCC)C. (3) Reactant: Br[C:2]1[N:7]=[C:6]2[C:8]([C:19]([O:21][CH3:22])=[O:20])=[CH:9][N:10]([CH2:11][O:12][C:13](=[O:18])[C:14]([CH3:17])([CH3:16])[CH3:15])[C:5]2=[N:4][CH:3]=1.[Cl:23][C:24]1[CH:32]=[C:31]2[C:27]([C:28]([Sn](CCCC)(CCCC)CCCC)=[N:29][NH:30]2)=[CH:26][CH:25]=1. Product: [Cl:23][C:24]1[CH:32]=[C:31]2[C:27]([C:28]([C:2]3[N:7]=[C:6]4[C:8]([C:19]([O:21][CH3:22])=[O:20])=[CH:9][N:10]([CH2:11][O:12][C:13](=[O:18])[C:14]([CH3:17])([CH3:16])[CH3:15])[C:5]4=[N:4][CH:3]=3)=[N:29][NH:30]2)=[CH:26][CH:25]=1. The catalyst class is: 441. (4) Reactant: C(OC(=O)[NH:7][CH2:8][CH2:9][CH2:10][N:11]([CH:21]([C:25]1[C:34]([CH2:35][C:36]2[CH:41]=[CH:40][CH:39]=[CH:38][CH:37]=2)=[N:33][C:32]2[C:27](=[CH:28][C:29]([Cl:42])=[CH:30][CH:31]=2)[N:26]=1)[CH:22]1[CH2:24][CH2:23]1)[C:12](=[O:20])[C:13]1[CH:18]=[CH:17][C:16]([CH3:19])=[CH:15][CH:14]=1)(C)(C)C.[C:44]([OH:50])([C:46]([F:49])([F:48])[F:47])=[O:45]. The catalyst class is: 2. Product: [F:47][C:46]([F:49])([F:48])[C:44]([OH:50])=[O:45].[NH2:7][CH2:8][CH2:9][CH2:10][N:11]([CH:21]([C:25]1[C:34]([CH2:35][C:36]2[CH:37]=[CH:38][CH:39]=[CH:40][CH:41]=2)=[N:33][C:32]2[C:27](=[CH:28][C:29]([Cl:42])=[CH:30][CH:31]=2)[N:26]=1)[CH:22]1[CH2:23][CH2:24]1)[C:12](=[O:20])[C:13]1[CH:14]=[CH:15][C:16]([CH3:19])=[CH:17][CH:18]=1.